This data is from Reaction yield outcomes from USPTO patents with 853,638 reactions. The task is: Predict the reaction yield, written as a fraction of the theoretical maximum amount of product (1.0 means a 100% yield; for example, 0.34 means a 34% yield). (1) The reactants are Cl/[C:2](/[C:5]([O:7][CH2:8][CH3:9])=[O:6])=[CH:3]/[O-].[K+].Cl.[Cl:12][C:13]1[CH:18]=[CH:17][N:16]=[C:15]([NH2:19])[CH:14]=1.[OH-].[Na+]. The catalyst is C(#N)C.O. The product is [Cl:12][C:13]1[CH:18]=[CH:17][N:16]2[C:2]([C:5]([O:7][CH2:8][CH3:9])=[O:6])=[CH:3][N:19]=[C:15]2[CH:14]=1. The yield is 0.766. (2) The reactants are CC([O:4][C:5]1[CH:10]=[CH:9][C:8]([N:11]2[C:16](=[O:17])[C:15]([CH2:18][C:19]3[CH:24]=[CH:23][C:22]([C:25]4[C:26]([C:31]#[N:32])=[CH:27][CH:28]=[CH:29][CH:30]=4)=[CH:21][CH:20]=3)=[C:14]([CH2:33][CH2:34][CH3:35])[N:13]3[N:36]=[CH:37][N:38]=[C:12]23)=[CH:7][CH:6]=1)C. The catalyst is Br.C(O)(=O)C. The product is [OH:4][C:5]1[CH:10]=[CH:9][C:8]([N:11]2[C:16](=[O:17])[C:15]([CH2:18][C:19]3[CH:24]=[CH:23][C:22]([C:25]4[C:26]([C:31]#[N:32])=[CH:27][CH:28]=[CH:29][CH:30]=4)=[CH:21][CH:20]=3)=[C:14]([CH2:33][CH2:34][CH3:35])[N:13]3[N:36]=[CH:37][N:38]=[C:12]23)=[CH:7][CH:6]=1. The yield is 0.730.